Dataset: Reaction yield outcomes from USPTO patents with 853,638 reactions. Task: Predict the reaction yield, written as a fraction of the theoretical maximum amount of product (1.0 means a 100% yield; for example, 0.34 means a 34% yield). The reactants are [Cl:1][C:2]1[CH:33]=[CH:32][C:5]([C:6]([NH:8][C:9]2[CH:14]=[CH:13][C:12]([CH2:15][NH:16][C:17]3[C:26]4[C:21](=[CH:22][CH:23]=[C:24]([C:27]([F:30])([F:29])[F:28])[CH:25]=4)[N:20]=[C:19](Cl)[N:18]=3)=[CH:11][CH:10]=2)=[O:7])=[CH:4][CH:3]=1.Cl.[CH:35]1([NH2:39])[CH2:38][CH2:37][CH2:36]1. No catalyst specified. The product is [Cl:1][C:2]1[CH:33]=[CH:32][C:5]([C:6]([NH:8][C:9]2[CH:10]=[CH:11][C:12]([CH2:15][NH:16][C:17]3[C:26]4[C:21](=[CH:22][CH:23]=[C:24]([C:27]([F:29])([F:28])[F:30])[CH:25]=4)[N:20]=[C:19]([NH:39][CH:35]4[CH2:38][CH2:37][CH2:36]4)[N:18]=3)=[CH:13][CH:14]=2)=[O:7])=[CH:4][CH:3]=1. The yield is 0.120.